From a dataset of Reaction yield outcomes from USPTO patents with 853,638 reactions. Predict the reaction yield, written as a fraction of the theoretical maximum amount of product (1.0 means a 100% yield; for example, 0.34 means a 34% yield). (1) The reactants are C(=O)([O-])[O-].[K+].[K+].Cl.[NH2:8]O.[CH3:10][O:11][C:12]1[CH:17]=[CH:16][C:15](/[C:18](/[CH:21]=O)=[CH:19]/[OH:20])=[CH:14][CH:13]=1. The catalyst is C(O)C. The product is [CH3:10][O:11][C:12]1[CH:17]=[CH:16][C:15]([C:18]2[CH:21]=[N:8][O:20][CH:19]=2)=[CH:14][CH:13]=1. The yield is 0.860. (2) The reactants are [CH3:1][O:2][C:3]1[CH:4]=[C:5]2[C:9](=[CH:10][CH:11]=1)[NH:8][C:7]([C:12]([OH:14])=[O:13])=[C:6]2[CH2:15][CH2:16][CH2:17][NH:18]C(OC(C)(C)C)=O.[ClH:26].CCOC(C)=O.CCOCC. The catalyst is ClCCl.O1CCOCC1. The product is [ClH:26].[CH3:1][O:2][C:3]1[CH:4]=[C:5]2[C:9](=[CH:10][CH:11]=1)[NH:8][C:7]([C:12]([OH:14])=[O:13])=[C:6]2[CH2:15][CH2:16][CH2:17][NH2:18]. The yield is 0.780.